Predict the product of the given reaction. From a dataset of Forward reaction prediction with 1.9M reactions from USPTO patents (1976-2016). Given the reactants [CH3:1][N:2]1[C:7](=[O:8])[CH:6]=[CH:5][C:4]([C:9]2[S:13][C:12]([C:14]([O:16]CC)=O)=[N:11][C:10]=2[C:19]2[CH:24]=[CH:23][CH:22]=[CH:21][CH:20]=2)=[N:3]1.[N:25]1[CH:30]=[CH:29][CH:28]=[CH:27][C:26]=1[CH2:31][NH2:32], predict the reaction product. The product is: [CH3:1][N:2]1[C:7](=[O:8])[CH:6]=[CH:5][C:4]([C:9]2[S:13][C:12]([C:14]([NH:32][CH2:31][C:26]3[CH:27]=[CH:28][CH:29]=[CH:30][N:25]=3)=[O:16])=[N:11][C:10]=2[C:19]2[CH:20]=[CH:21][CH:22]=[CH:23][CH:24]=2)=[N:3]1.